This data is from Forward reaction prediction with 1.9M reactions from USPTO patents (1976-2016). The task is: Predict the product of the given reaction. (1) Given the reactants [OH:1][CH2:2][C:3]1[CH:11]=[CH:10][C:6]([C:7]([OH:9])=[O:8])=[CH:5][CH:4]=1.CN(C=O)C.O[N:18]=[C:19]([NH2:30])[C:20]1[CH:25]=[CH:24][C:23]([CH2:26][CH:27]([CH3:29])[CH3:28])=[CH:22][CH:21]=1, predict the reaction product. The product is: [OH:1][CH2:2][C:3]1[CH:4]=[CH:5][C:6]([C:7]([O:9][N:18]=[C:19]([C:20]2[CH:25]=[CH:24][C:23]([CH2:26][CH:27]([CH3:29])[CH3:28])=[CH:22][CH:21]=2)[NH2:30])=[O:8])=[CH:10][CH:11]=1. (2) The product is: [Cl-:8].[Al+3:1].[Cl-:8].[Cl-:8].[N+:18]([O-:21])([O-:20])=[O:19].[Ce+3:22].[N+:23]([O-:26])([O-:25])=[O:24].[N+:27]([O-:30])([O-:29])=[O:28].[Al:1]. Given the reactants [Al:1].O.O.O.O.O.O.[Cl-:8].[Al+3].[Cl-].[Cl-].O.O.O.O.O.O.[N+:18]([O-:21])([O-:20])=[O:19].[Ce+3:22].[N+:23]([O-:26])([O-:25])=[O:24].[N+:27]([O-:30])([O-:29])=[O:28].[OH-].[Na+], predict the reaction product. (3) Given the reactants [C:1]([O:5][C:6](=[O:19])[C:7]([S:10][C:11]1[S:12][CH:13]=[C:14]([CH2:16][CH2:17][OH:18])[N:15]=1)([CH3:9])[CH3:8])([CH3:4])([CH3:3])[CH3:2].[Br:20][C:21]1[CH:26]=[CH:25][C:24](O)=[CH:23][CH:22]=1.C1(P(C2C=CC=CC=2)C2C=CC=CC=2)C=CC=CC=1.[N+](C(OC(C)C)=O)(C(OC(C)C)=O)=[N-], predict the reaction product. The product is: [C:1]([O:5][C:6](=[O:19])[C:7]([S:10][C:11]1[S:12][CH:13]=[C:14]([CH2:16][CH2:17][O:18][C:24]2[CH:25]=[CH:26][C:21]([Br:20])=[CH:22][CH:23]=2)[N:15]=1)([CH3:9])[CH3:8])([CH3:2])([CH3:4])[CH3:3]. (4) Given the reactants FC(F)(F)S(O[C:7]1[C:11]2[C:12]([CH3:19])=[C:13]([Br:18])[C:14]([CH3:17])=[C:15]([CH3:16])[C:10]=2[O:9][CH:8]=1)(=O)=O.[CH2:22]([C:24]1[CH:29]=[CH:28][C:27](B(O)O)=[CH:26][CH:25]=1)[CH3:23].C(=O)([O-])[O-].[Na+].[Na+].C(O)C, predict the reaction product. The product is: [Br:18][C:13]1[C:14]([CH3:17])=[C:15]([CH3:16])[C:10]2[O:9][CH:8]=[C:7]([C:27]3[CH:28]=[CH:29][C:24]([CH2:22][CH3:23])=[CH:25][CH:26]=3)[C:11]=2[C:12]=1[CH3:19]. (5) Given the reactants Cl.[Br:2][C:3]1[CH:4]=[CH:5][C:6]2[O:12][CH2:11][CH2:10][NH:9][CH2:8][C:7]=2[CH:13]=1.Cl[C:15]1[C:24]2[C:19](=[CH:20][C:21]([O:27][CH3:28])=[C:22]([O:25][CH3:26])[CH:23]=2)[N:18]=[CH:17][CH:16]=1.C(=O)([O-])[O-].[K+].[K+].C(OCC)(=O)C, predict the reaction product. The product is: [CH3:26][O:25][C:22]1[CH:23]=[C:24]2[C:19](=[CH:20][C:21]=1[O:27][CH3:28])[N:18]=[CH:17][CH:16]=[C:15]2[N:9]1[CH2:8][C:7]2[CH:13]=[C:3]([Br:2])[CH:4]=[CH:5][C:6]=2[O:12][CH2:11][CH2:10]1. (6) Given the reactants [CH2:1]([C@H:4]1[N:11]([S:12]([C:15]2[CH:16]=[CH:17][CH:18]=[C:19]3[C:24]=2[N:23]=[CH:22][CH:21]=[CH:20]3)(=[O:14])=[O:13])[CH2:10][C:9]2[CH:25]=[CH:26][CH:27]=[CH:28][C:8]=2[CH2:7][O:6][CH2:5]1)[CH:2]=[CH2:3].[CH2:29]([Zn]CC)C.ICI.[Cl-].[NH4+], predict the reaction product. The product is: [CH:2]1([CH2:1][C@H:4]2[N:11]([S:12]([C:15]3[CH:16]=[CH:17][CH:18]=[C:19]4[C:24]=3[N:23]=[CH:22][CH:21]=[CH:20]4)(=[O:14])=[O:13])[CH2:10][C:9]3[CH:25]=[CH:26][CH:27]=[CH:28][C:8]=3[CH2:7][O:6][CH2:5]2)[CH2:29][CH2:3]1. (7) The product is: [OH:2][C:3]1[CH:8]=[CH:7][CH:6]=[CH:5][C:4]=1[C:9]1[CH:10]=[C:11]2[N:16]([CH:17]=1)[CH:15]=[CH:14][CH:13]=[CH:12]2. Given the reactants C[O:2][C:3]1[CH:8]=[CH:7][CH:6]=[CH:5][C:4]=1[C:9]1[CH:10]=[C:11]2[N:16]([CH:17]=1)[CH:15]=[CH:14][CH:13]=[CH:12]2.C([S-])C.[Na+], predict the reaction product. (8) Given the reactants [S:1]1[CH:5]=[CH:4][C:3]([C:6]2[CH:11]=[CH:10][C:9]([CH:12]([CH3:15])[CH2:13][NH2:14])=[CH:8][CH:7]=2)=[CH:2]1.[N:16]1([C:21](Cl)=[O:22])[CH2:20][CH2:19][CH2:18][CH2:17]1, predict the reaction product. The product is: [S:1]1[CH:5]=[CH:4][C:3]([C:6]2[CH:11]=[CH:10][C:9]([CH:12]([CH3:15])[CH2:13][NH:14][C:21]([N:16]3[CH2:20][CH2:19][CH2:18][CH2:17]3)=[O:22])=[CH:8][CH:7]=2)=[CH:2]1. (9) The product is: [Cl:1][C:4]1[CH:5]=[C:6]([CH:14]=[CH:15][C:3]=1[Cl:2])[O:7][CH:8]1[CH2:13][CH2:12][N:11]([S:31]([C:28]2[C:27]([CH3:35])=[N:26][N:25]([CH3:24])[C:29]=2[CH3:30])(=[O:32])=[O:33])[CH2:10][CH2:9]1. Given the reactants [ClH:1].[Cl:2][C:3]1[CH:15]=[CH:14][C:6]([O:7][CH:8]2[CH2:13][CH2:12][NH:11][CH2:10][CH2:9]2)=[CH:5][C:4]=1F.C(N(CC)CC)C.[CH3:24][N:25]1[C:29]([CH3:30])=[C:28]([S:31](Cl)(=[O:33])=[O:32])[C:27]([CH3:35])=[N:26]1, predict the reaction product. (10) Given the reactants C[N+]1([O-])[CH2:7][CH2:6][O:5][CH2:4][CH2:3]1.S(S([O-])=O)([O-])=O.[Na+].[Na+].[O-][Si]([O-])=O.[Mg+2].[OH2:22].C1C[O:26][CH2:25][CH2:24]1.[C:28]([OH:32])([CH3:31])([CH3:30])C.[OH2:33], predict the reaction product. The product is: [CH3:31][C:28]1([CH3:30])[O:32][C@@H:24]2[C@@H:25]([OH:26])[C@@H:7]([OH:33])[CH2:6][O:5][C@H:4]2[CH2:3][O:22]1.